This data is from Reaction yield outcomes from USPTO patents with 853,638 reactions. The task is: Predict the reaction yield, written as a fraction of the theoretical maximum amount of product (1.0 means a 100% yield; for example, 0.34 means a 34% yield). (1) The reactants are [Br:1][C:2]1[C:3]([C:8](OC)=[O:9])=[N:4][CH:5]=[CH:6][CH:7]=1.[BH4-].[Na+]. The catalyst is CO. The product is [Br:1][C:2]1[C:3]([CH2:8][OH:9])=[N:4][CH:5]=[CH:6][CH:7]=1. The yield is 0.920. (2) The reactants are [C:1]([CH2:3][CH2:4][P:5]([CH:10]([O:14][CH2:15][CH3:16])[O:11][CH2:12][CH3:13])(=[O:9])[O:6][CH2:7][CH3:8])#[N:2]. The catalyst is N.CCO.[Ni]. The product is [NH2:2][CH2:1][CH2:3][CH2:4][P:5]([CH:10]([O:14][CH2:15][CH3:16])[O:11][CH2:12][CH3:13])(=[O:9])[O:6][CH2:7][CH3:8]. The yield is 0.850. (3) The reactants are [CH2:1]([O:3][C:4]([C:6]1[C:7](=[O:18])[NH:8][N:9]=[C:10]([C:13]2[S:14][CH:15]=[CH:16][CH:17]=2)[C:11]=1[OH:12])=[O:5])[CH3:2].[H-].[Na+].[F:21][C:22]([F:39])([F:38])[C:23]1([CH2:26]OS(C2C=CC(C)=CC=2)(=O)=O)[CH2:25][CH2:24]1. The catalyst is CN(C=O)C.CCOC(C)=O. The product is [CH2:1]([O:3][C:4]([C:6]1[C:7](=[O:18])[N:8]([CH2:26][C:23]2([C:22]([F:39])([F:38])[F:21])[CH2:25][CH2:24]2)[N:9]=[C:10]([C:13]2[S:14][CH:15]=[CH:16][CH:17]=2)[C:11]=1[OH:12])=[O:5])[CH3:2]. The yield is 0.350. (4) The reactants are [C:1]([C:3]1[CH:18]=[CH:17][C:6]([CH:7]=[C:8]([C:14](=O)[CH3:15])[C:9]([O:11][CH2:12][CH3:13])=[O:10])=[CH:5][CH:4]=1)#[N:2].S(O)(O)(=O)=O.[NH:24]1[CH:28]=[CH:27][N:26]=[C:25]1[NH2:29].C(=O)(O)[O-].[Na+]. The catalyst is CN(C=O)C. The product is [C:1]([C:3]1[CH:18]=[CH:17][C:6]([CH:7]2[N:24]3[CH:28]=[CH:27][N:26]=[C:25]3[NH:29][C:14]([CH3:15])=[C:8]2[C:9]([O:11][CH2:12][CH3:13])=[O:10])=[CH:5][CH:4]=1)#[N:2]. The yield is 0.710. (5) The reactants are C1([C:4]2[C:13]3[C:8](=[CH:9][CH:10]=[CH:11][CH:12]=3)[C:7]([N:14]=[C:15]=S)=[CH:6][CH:5]=2)CC1.[C:17](=[O:20])([O-])[O-].[K+].[K+].[CH2:23](Br)[C:24]1[CH:29]=[CH:28][CH:27]=[CH:26][CH:25]=1.C(O[CH2:35][CH3:36])(=O)C. The catalyst is CC(C)=O. The product is [CH2:23]([N:14]([CH2:15][C:36]1[CH:35]=[CH:6][CH:5]=[CH:4][CH:13]=1)[C:7]1[C:8]2[C:13](=[CH:12][CH:11]=[C:10]([O:20][CH3:17])[CH:9]=2)[CH:4]=[CH:5][CH:6]=1)[C:24]1[CH:29]=[CH:28][CH:27]=[CH:26][CH:25]=1. The yield is 0.830. (6) The reactants are [Br:1]Br.[I:3][C:4]1[CH:5]=[C:6]([O:10][CH3:11])[CH:7]=[CH:8][CH:9]=1. The catalyst is C(O)(=O)C.O. The product is [Br:1][C:9]1[CH:8]=[CH:7][C:6]([O:10][CH3:11])=[CH:5][C:4]=1[I:3]. The yield is 1.00. (7) The yield is 0.730. The catalyst is CCO. The product is [N:1]1[C:9]2[C:4](=[N:5][CH:6]=[CH:7][CH:8]=2)[N:3]([CH2:10][C:11]2[CH:27]=[CH:26][C:14]3[N:15]=[C:16]([NH:18][C@@H:19]4[CH2:24][CH2:23][CH2:22][CH2:21][C:20]4=[N:34][OH:35])[S:17][C:13]=3[CH:12]=2)[CH:2]=1. The reactants are [N:1]1[C:9]2[C:4](=[N:5][CH:6]=[CH:7][CH:8]=2)[N:3]([CH2:10][C:11]2[CH:27]=[CH:26][C:14]3[N:15]=[C:16]([NH:18][C@@H:19]4[CH2:24][CH2:23][CH2:22][CH2:21][C:20]4=O)[S:17][C:13]=3[CH:12]=2)[CH:2]=1.N1C=CC=CC=1.[NH2:34][OH:35].Cl. (8) The reactants are [Cl:1][CH2:2]C(CCl)=O.[CH2:7]([O:14][C:15]([NH:17][C@H:18]([C:26]([OH:28])=O)[CH2:19][C:20]1[CH:25]=[CH:24][CH:23]=[CH:22][CH:21]=1)=[O:16])[C:8]1[CH:13]=[CH:12][CH:11]=[CH:10][CH:9]=1.[BH4-].[Na+]. The catalyst is CO.O1CCCC1. The product is [CH2:7]([O:14][C:15]([NH:17][C@@H:18]([CH2:19][C:20]1[CH:21]=[CH:22][CH:23]=[CH:24][CH:25]=1)[C@H:26]([OH:28])[CH2:2][Cl:1])=[O:16])[C:8]1[CH:9]=[CH:10][CH:11]=[CH:12][CH:13]=1. The yield is 0.430.